Dataset: Catalyst prediction with 721,799 reactions and 888 catalyst types from USPTO. Task: Predict which catalyst facilitates the given reaction. Reactant: [Br:1][C:2]1[CH:3]=[CH:4][C:5]([C@@H:8]([NH2:10])[CH3:9])=[N:6][CH:7]=1.[C:11](O[C:11]([O:13][C:14]([CH3:17])([CH3:16])[CH3:15])=[O:12])([O:13][C:14]([CH3:17])([CH3:16])[CH3:15])=[O:12].C(N(CC)CC)C.CCOC(C)=O.CCCCCCC. Product: [Br:1][C:2]1[CH:3]=[CH:4][C:5]([C@@H:8]([NH:10][C:11](=[O:12])[O:13][C:14]([CH3:17])([CH3:16])[CH3:15])[CH3:9])=[N:6][CH:7]=1. The catalyst class is: 2.